The task is: Predict the product of the given reaction.. This data is from Forward reaction prediction with 1.9M reactions from USPTO patents (1976-2016). (1) The product is: [Cl:28][C:29]1[CH:34]=[CH:33][C:32]([C:35]2[C:44]3[C:39](=[CH:40][C:41]([S:45]([NH:6][C:7]4[S:11][N:10]=[CH:9][N:8]=4)(=[O:47])=[O:48])=[CH:42][CH:43]=3)[N:38]=[CH:37][N:36]=2)=[C:31]([O:60][CH3:61])[CH:30]=1. Given the reactants COC1C=C(OC)C=CC=1C[NH:6][C:7]1[S:11][N:10]=[CH:9][N:8]=1.C[Si]([N-][Si](C)(C)C)(C)C.[Li+].[Cl:28][C:29]1[CH:34]=[CH:33][C:32]([C:35]2[C:44]3[C:39](=[CH:40][C:41]([S:45]([O:48]C4C(F)=C(F)C(F)=C(F)C=4F)(=[O:47])=O)=[CH:42][CH:43]=3)[N:38]=[CH:37][N:36]=2)=[C:31]([O:60][CH3:61])[CH:30]=1.C(O)(C(F)(F)F)=O, predict the reaction product. (2) The product is: [C:20]1([CH3:30])[CH:25]=[CH:24][C:23]([O:26][C:27](=[O:28])[NH:19][CH2:18][C:8]2[N:6]3[CH:7]=[C:2]([CH3:1])[CH:3]=[CH:4][C:5]3=[N:10][C:9]=2[C:11]2[CH:16]=[CH:15][C:14]([CH3:17])=[CH:13][CH:12]=2)=[CH:22][CH:21]=1. Given the reactants [CH3:1][C:2]1[CH:3]=[CH:4][C:5]2[N:6]([C:8]([CH2:18][NH2:19])=[C:9]([C:11]3[CH:16]=[CH:15][C:14]([CH3:17])=[CH:13][CH:12]=3)[N:10]=2)[CH:7]=1.[C:20]1([CH3:30])[CH:25]=[CH:24][C:23]([O:26][C:27](Cl)=[O:28])=[CH:22][CH:21]=1, predict the reaction product.